This data is from Reaction yield outcomes from USPTO patents with 853,638 reactions. The task is: Predict the reaction yield, written as a fraction of the theoretical maximum amount of product (1.0 means a 100% yield; for example, 0.34 means a 34% yield). (1) The reactants are [Cl:1][C:2]1[C:3]([CH2:18][CH3:19])=[C:4]([Cl:17])[C:5]2[O:10][CH2:9][C:8](=[O:11])[N:7]([CH2:12][CH2:13][CH2:14]Cl)[C:6]=2[CH:16]=1.C([O-])([O-])=O.[K+].[K+].[Na+].[I-].[CH2:28]([CH:32]1[CH2:37][CH2:36][NH:35][CH2:34][CH2:33]1)[CH2:29][CH2:30][CH3:31]. The catalyst is C(Cl)Cl.CO. The product is [CH2:28]([CH:32]1[CH2:37][CH2:36][N:35]([CH2:14][CH2:13][CH2:12][N:7]2[C:6]3[CH:16]=[C:2]([Cl:1])[C:3]([CH2:18][CH3:19])=[C:4]([Cl:17])[C:5]=3[O:10][CH2:9][C:8]2=[O:11])[CH2:34][CH2:33]1)[CH2:29][CH2:30][CH3:31]. The yield is 0.590. (2) The reactants are [F-].C([N+](CCCC)(CCCC)CCCC)CCC.[Si]([O:36][CH2:37][CH2:38][O:39][CH2:40][C@H:41]([O:52][C:53]1[N:58]=[CH:57][N:56]=[C:55]2[N:59]([C:62]3[CH:67]=[CH:66][CH:65]=[C:64]([Cl:68])[C:63]=3[Cl:69])[N:60]=[CH:61][C:54]=12)[C:42]([NH:44][C:45]1[CH:50]=[CH:49][C:48]([Cl:51])=[CH:47][N:46]=1)=[O:43])(C(C)(C)C)(C1C=CC=CC=1)C1C=CC=CC=1.[Cl-].[NH4+]. The catalyst is C1COCC1.CCOC(C)=O. The product is [Cl:51][C:48]1[CH:49]=[CH:50][C:45]([NH:44][C:42](=[O:43])[C@@H:41]([O:52][C:53]2[N:58]=[CH:57][N:56]=[C:55]3[N:59]([C:62]4[CH:67]=[CH:66][CH:65]=[C:64]([Cl:68])[C:63]=4[Cl:69])[N:60]=[CH:61][C:54]=23)[CH2:40][O:39][CH2:38][CH2:37][OH:36])=[N:46][CH:47]=1. The yield is 0.416.